From a dataset of Reaction yield outcomes from USPTO patents with 853,638 reactions. Predict the reaction yield, written as a fraction of the theoretical maximum amount of product (1.0 means a 100% yield; for example, 0.34 means a 34% yield). (1) The reactants are [CH2:1]([O:3][C:4](=[O:20])[CH2:5][C:6]1[C:14]2[C:9](=[CH:10][CH:11]=[C:12]([CH3:15])[CH:13]=2)[NH:8][C:7]=1[C:16]([F:19])([F:18])[F:17])[CH3:2].[H-].[Na+].[C:23](Cl)(=[O:25])[CH3:24]. The catalyst is CN(C=O)C. The product is [CH2:1]([O:3][C:4](=[O:20])[CH2:5][C:6]1[C:14]2[C:9](=[CH:10][CH:11]=[C:12]([CH3:15])[CH:13]=2)[N:8]([C:23](=[O:25])[CH3:24])[C:7]=1[C:16]([F:17])([F:18])[F:19])[CH3:2]. The yield is 0.510. (2) The reactants are [CH3:1][C:2]12[C:14]3[C:6](=[CH:7][CH:8]=[C:9]([NH:15][C:16]([C:18]4[CH:19]=[CH:20][C:21]([C:24]([O:26]C)=[O:25])=[N:22][CH:23]=4)=[O:17])[C:10]=3[CH2:11][CH2:12][CH2:13]1)[CH2:5][CH2:4][CH2:3]2.[OH-].[Na+].Cl. The catalyst is C(O)C. The product is [CH3:1][C:2]12[C:14]3[C:6](=[CH:7][CH:8]=[C:9]([NH:15][C:16]([C:18]4[CH:19]=[CH:20][C:21]([C:24]([OH:26])=[O:25])=[N:22][CH:23]=4)=[O:17])[C:10]=3[CH2:11][CH2:12][CH2:13]1)[CH2:5][CH2:4][CH2:3]2. The yield is 0.960.